Dataset: Catalyst prediction with 721,799 reactions and 888 catalyst types from USPTO. Task: Predict which catalyst facilitates the given reaction. Reactant: [Mg].[CH3:2][O:3][C:4](=[O:33])[C:5]([O:31][CH3:32])=[CH:6][C:7]1[CH:12]=[CH:11][C:10]([O:13][CH2:14][CH2:15][CH2:16][O:17][C:18]2[CH:23]=[CH:22][C:21]([C:24]3[CH:29]=[CH:28][CH:27]=[CH:26][CH:25]=3)=[CH:20][CH:19]=2)=[CH:9][C:8]=1[CH3:30]. Product: [CH3:2][O:3][C:4](=[O:33])[CH:5]([O:31][CH3:32])[CH2:6][C:7]1[CH:12]=[CH:11][C:10]([O:13][CH2:14][CH2:15][CH2:16][O:17][C:18]2[CH:19]=[CH:20][C:21]([C:24]3[CH:25]=[CH:26][CH:27]=[CH:28][CH:29]=3)=[CH:22][CH:23]=2)=[CH:9][C:8]=1[CH3:30]. The catalyst class is: 459.